From a dataset of Full USPTO retrosynthesis dataset with 1.9M reactions from patents (1976-2016). Predict the reactants needed to synthesize the given product. (1) Given the product [C:1]([O:5][C:6]([N:8]1[CH2:13][CH2:12][CH:11]([O:14][C:17]2[CH:18]=[CH:19][C:20]([N+:22]([O-:24])=[O:23])=[CH:21][C:16]=2[F:15])[CH2:10][CH2:9]1)=[O:7])([CH3:4])([CH3:2])[CH3:3], predict the reactants needed to synthesize it. The reactants are: [C:1]([O:5][C:6]([N:8]1[CH2:13][CH2:12][CH:11]([OH:14])[CH2:10][CH2:9]1)=[O:7])([CH3:4])([CH3:3])[CH3:2].[F:15][C:16]1[CH:21]=[C:20]([N+:22]([O-:24])=[O:23])[CH:19]=[CH:18][C:17]=1O.C1(P(C2C=CC=CC=2)C2C=CC=CC=2)C=CC=CC=1.N(C(OCC)=O)=NC(OCC)=O. (2) Given the product [F:34][C:28]1[CH:29]=[C:30]([F:33])[CH:31]=[CH:32][C:27]=1[N:4]1[CH:3]([CH2:2][NH:1][C:51]([NH:50][C:44]2[CH:49]=[CH:48][CH:47]=[CH:46][CH:45]=2)=[O:52])[C:12]2[C:8]3=[C:9]([C:13](=[O:17])[N:14]([CH3:16])[CH:15]=[C:7]3[C:6]3[CH:18]=[C:19]([CH2:22][S:23]([CH3:26])(=[O:25])=[O:24])[CH:20]=[CH:21][C:5]1=3)[NH:10][CH:11]=2, predict the reactants needed to synthesize it. The reactants are: [NH2:1][CH2:2][CH:3]1[C:12]2[C:8]3=[C:9]([C:13](=[O:17])[N:14]([CH3:16])[CH:15]=[C:7]3[C:6]3[CH:18]=[C:19]([CH2:22][S:23]([CH3:26])(=[O:25])=[O:24])[CH:20]=[CH:21][C:5]=3[N:4]1[C:27]1[CH:32]=[CH:31][C:30]([F:33])=[CH:29][C:28]=1[F:34])[NH:10][CH:11]=2.C(N(C(C)C)C(C)C)C.[C:44]1([N:50]=[C:51]=[O:52])[CH:49]=[CH:48][CH:47]=[CH:46][CH:45]=1. (3) Given the product [F:31][C:30]1[CH:29]=[CH:28][CH:27]=[C:26]([F:32])[C:25]=1[CH2:24][O:23][C:22]1[C:17]2[N:18]([C:14]([C:12]([NH:11][C:3]3([C:1]4[N:36]=[N:37][NH:38][N:2]=4)[CH2:8][O:7][C:6]([CH3:10])([CH3:9])[O:5][CH2:4]3)=[O:13])=[C:15]([CH3:33])[N:16]=2)[CH:19]=[CH:20][CH:21]=1, predict the reactants needed to synthesize it. The reactants are: [C:1]([C:3]1([NH:11][C:12]([C:14]2[N:18]3[CH:19]=[CH:20][CH:21]=[C:22]([O:23][CH2:24][C:25]4[C:30]([F:31])=[CH:29][CH:28]=[CH:27][C:26]=4[F:32])[C:17]3=[N:16][C:15]=2[CH3:33])=[O:13])[CH2:8][O:7][C:6]([CH3:10])([CH3:9])[O:5][CH2:4]1)#[N:2].[Cl-].[NH4+].[N-:36]=[N+:37]=[N-:38].[Na+]. (4) Given the product [C:45]([O:44][C:42]([N:39]1[CH2:40][CH2:41][CH:36]([CH2:35][NH:34][C:24](=[O:25])[CH2:23][CH2:22][NH:21][C:19](=[O:20])[C:18]2[CH:17]=[CH:16][C:15]([S:12](=[O:14])(=[O:13])[NH:11][C:6]3[CH:7]=[CH:8][CH:9]=[CH:10][C:5]=3[O:4][C:3]3[CH:29]=[CH:30][C:31]([Cl:33])=[CH:32][C:2]=3[Cl:1])=[CH:28][CH:27]=2)[CH2:37][CH2:38]1)=[O:43])([CH3:48])([CH3:47])[CH3:46], predict the reactants needed to synthesize it. The reactants are: [Cl:1][C:2]1[CH:32]=[C:31]([Cl:33])[CH:30]=[CH:29][C:3]=1[O:4][C:5]1[CH:10]=[CH:9][CH:8]=[CH:7][C:6]=1[NH:11][S:12]([C:15]1[CH:28]=[CH:27][C:18]([C:19]([NH:21][CH2:22][CH2:23][C:24](O)=[O:25])=[O:20])=[CH:17][CH:16]=1)(=[O:14])=[O:13].[NH2:34][CH2:35][CH:36]1[CH2:41][CH2:40][N:39]([C:42]([O:44][C:45]([CH3:48])([CH3:47])[CH3:46])=[O:43])[CH2:38][CH2:37]1. (5) Given the product [F:16][C:17]1[CH:24]=[CH:23][C:20]([CH2:21][NH2:6])=[CH:19][CH:18]=1, predict the reactants needed to synthesize it. The reactants are: ClC1C=CC2[N:6]=C(N)N=C(OCC)C=2N=1.[F:16][C:17]1[CH:24]=[CH:23][C:20]([CH:21]=O)=[CH:19][CH:18]=1.C(O)(=O)C.[BH-](OC(C)=O)(OC(C)=O)OC(C)=O.[Na+]. (6) Given the product [Cl:34][C:28]1[CH:29]=[C:30]([Cl:33])[CH:31]=[CH:32][C:27]=1[C@@H:18]1[N:19]=[C:20]([C:22]2[S:23][CH:24]=[CH:25][N:26]=2)[NH:21][C:16]([CH2:15][N:6]2[CH2:7][C:3]([F:2])([F:13])[CH2:4][C@@H:5]2[CH2:8][CH2:9][C:10]([OH:12])=[O:11])=[C:17]1[C:35]([O:37][CH3:38])=[O:36], predict the reactants needed to synthesize it. The reactants are: Cl.[F:2][C:3]1([F:13])[CH2:7][NH:6][C@@H:5]([CH2:8][CH2:9][C:10]([OH:12])=[O:11])[CH2:4]1.Br[CH2:15][C:16]1[NH:21][C:20]([C:22]2[S:23][CH:24]=[CH:25][N:26]=2)=[N:19][C@@H:18]([C:27]2[CH:32]=[CH:31][C:30]([Cl:33])=[CH:29][C:28]=2[Cl:34])[C:17]=1[C:35]([O:37][CH3:38])=[O:36].C(=O)([O-])[O-].[K+].[K+]. (7) Given the product [NH2:8][C:7]1[C:6]2[C:5](=[CH:12][C:11]([N:13]3[CH2:17][CH2:16][N:15]([C:18]4[CH:19]=[N:20][CH:21]=[CH:22][C:23]=4[CH3:24])[C:14]3=[O:25])=[CH:10][CH:9]=2)[N:2]([CH3:1])[N:3]=1, predict the reactants needed to synthesize it. The reactants are: [CH3:1][NH:2][NH2:3].F[C:5]1[CH:12]=[C:11]([N:13]2[CH2:17][CH2:16][N:15]([C:18]3[CH:19]=[N:20][CH:21]=[CH:22][C:23]=3[CH3:24])[C:14]2=[O:25])[CH:10]=[CH:9][C:6]=1[C:7]#[N:8].CO.